From a dataset of Reaction yield outcomes from USPTO patents with 853,638 reactions. Predict the reaction yield, written as a fraction of the theoretical maximum amount of product (1.0 means a 100% yield; for example, 0.34 means a 34% yield). (1) The reactants are [Cl:1][C:2]1[CH:3]=[N+:4]([O-:27])[CH:5]=[C:6]([Cl:26])[C:7]=1[CH2:8][C@@H:9]([C:11]1[CH:16]=[CH:15][C:14]([O:17][CH:18]([F:20])[F:19])=[C:13]([O:21][CH2:22][CH:23]2[CH2:25][CH2:24]2)[CH:12]=1)[OH:10].[C:28]1([S:34]([CH2:37][CH2:38][N:39]2[CH2:43][CH2:42][CH2:41][C@H:40]2[C:44](O)=[O:45])(=[O:36])=[O:35])[CH:33]=[CH:32][CH:31]=[CH:30][CH:29]=1.C(Cl)CCl. The catalyst is CN(C1C=CN=CC=1)C.C(Cl)Cl. The product is [Cl:1][C:2]1[CH:3]=[N+:4]([O-:27])[CH:5]=[C:6]([Cl:26])[C:7]=1[CH2:8][C@@H:9]([C:11]1[CH:16]=[CH:15][C:14]([O:17][CH:18]([F:20])[F:19])=[C:13]([O:21][CH2:22][CH:23]2[CH2:25][CH2:24]2)[CH:12]=1)[O:10][C:44]([C@@H:40]1[CH2:41][CH2:42][CH2:43][N:39]1[CH2:38][CH2:37][S:34]([C:28]1[CH:33]=[CH:32][CH:31]=[CH:30][CH:29]=1)(=[O:36])=[O:35])=[O:45]. The yield is 0.450. (2) The reactants are [Cl-].[Al+3].[Cl-].[Cl-].[H-].[Al+3].[Li+].[H-].[H-].[H-].[Br:11][C:12]1[CH:13]=[C:14]([S:18][C:19]2[N:23]([C:24]3[CH:29]=[CH:28][CH:27]=[CH:26][C:25]=3[Cl:30])[N:22]=[C:21]([C:31]([NH:33][CH3:34])=O)[CH:20]=2)[CH:15]=[CH:16][CH:17]=1.[OH-].[Na+]. The catalyst is O1CCCC1. The product is [Br:11][C:12]1[CH:13]=[C:14]([S:18][C:19]2[N:23]([C:24]3[CH:29]=[CH:28][CH:27]=[CH:26][C:25]=3[Cl:30])[N:22]=[C:21]([CH2:31][NH:33][CH3:34])[CH:20]=2)[CH:15]=[CH:16][CH:17]=1. The yield is 0.910. (3) The reactants are Br[C:2]1[CH:7]=[C:6]([CH3:8])[C:5]([F:9])=[CH:4][C:3]=1[O:10][CH3:11].[C:12]([Cu])#[N:13].[Li+].[Cl-].Cl. The catalyst is CN(C=O)C.O.O.O.O.O.O.[Fe](Cl)(Cl)Cl.C(OCC)(=O)C. The product is [F:9][C:5]1[C:6]([CH3:8])=[CH:7][C:2]([C:12]#[N:13])=[C:3]([O:10][CH3:11])[CH:4]=1. The yield is 0.860. (4) The reactants are [C:1]([O:5][C:6]1[CH:14]=[C:13]2[C:9]([CH:10]=[C:11]([C:15]([CH3:18])([CH3:17])[CH3:16])[NH:12]2)=[CH:8][C:7]=1[N+:19]([O-])=O)([CH3:4])([CH3:3])[CH3:2]. The catalyst is CO.[Ni]. The product is [C:1]([O:5][C:6]1[CH:14]=[C:13]2[C:9]([CH:10]=[C:11]([C:15]([CH3:18])([CH3:17])[CH3:16])[NH:12]2)=[CH:8][C:7]=1[NH2:19])([CH3:4])([CH3:3])[CH3:2]. The yield is 0.320. (5) The reactants are [Cl:1][C:2]1[CH:7]=[CH:6][C:5]([C:8]2[N:16]=[C:15]3[C:11]([N:12]([CH3:17])[CH:13]=[N:14]3)=[C:10](OC)[N:9]=2)=[C:4]([F:20])[C:3]=1[O:21][CH3:22].Cl.[OH-].[Na+].CN(C=O)C.S(Cl)([Cl:33])=O. The catalyst is O.C(OCC)(=O)C. The product is [Cl:33][C:10]1[N:9]=[C:8]([C:5]2[CH:6]=[CH:7][C:2]([Cl:1])=[C:3]([O:21][CH3:22])[C:4]=2[F:20])[N:16]=[C:15]2[C:11]=1[N:12]([CH3:17])[CH:13]=[N:14]2. The yield is 0.490. (6) The reactants are C[O:2][C:3](=[O:44])[CH2:4][C@H:5]([OH:43])[CH2:6][C@H:7]([OH:42])[CH:8]=[CH:9][C:10]1[N:11]([CH:39]([CH3:41])[CH3:40])[C:12]([C:29](=[O:38])[NH:30][C:31]2[CH:36]=[CH:35][CH:34]=[C:33]([Cl:37])[CH:32]=2)=[C:13]([C:22]2[CH:27]=[CH:26][C:25]([F:28])=[CH:24][CH:23]=2)[C:14]=1[C:15]1[CH:20]=[CH:19][C:18]([F:21])=[CH:17][CH:16]=1.C(O)C.O.[OH-].[Na+:50]. The catalyst is CO.C(Cl)Cl. The product is [Na+:50].[Cl:37][C:33]1[CH:32]=[C:31]([NH:30][C:29]([C:12]2[N:11]([CH:39]([CH3:40])[CH3:41])[C:10]([CH:9]=[CH:8][C@@H:7]([OH:42])[CH2:6][C@@H:5]([OH:43])[CH2:4][C:3]([O-:44])=[O:2])=[C:14]([C:15]3[CH:16]=[CH:17][C:18]([F:21])=[CH:19][CH:20]=3)[C:13]=2[C:22]2[CH:23]=[CH:24][C:25]([F:28])=[CH:26][CH:27]=2)=[O:38])[CH:36]=[CH:35][CH:34]=1. The yield is 0.980. (7) The reactants are O1C2C=CC=CC=2C=C1C1CCCOC1[N:16]1[C:24]2[C:19](=[CH:20][C:21]([C:25]([NH:27][CH:28]([CH3:30])[CH3:29])=[O:26])=[CH:22][CH:23]=2)[CH:18]=[N:17]1.Cl.O1[CH2:37][CH2:36][O:35][CH2:34][CH2:33]1. No catalyst specified. The product is [O:35]1[C:36]2[CH:37]=[CH:18][CH:19]=[CH:20][C:21]=2[CH:33]=[C:34]1[C:18]1[C:19]2[C:24](=[CH:23][CH:22]=[C:21]([C:25]([NH:27][CH:28]([CH3:29])[CH3:30])=[O:26])[CH:20]=2)[NH:16][N:17]=1. The yield is 0.0700. (8) The reactants are [NH2:1][CH2:2][CH2:3][C:4]1[N:8]2[C:9](=[O:21])[C:10]3[NH:11][CH:12]=[N:13][C:14]=3[N:15]([CH2:16][CH2:17][CH2:18][CH2:19][CH3:20])[C:7]2=[N:6][N:5]=1.[Br:22]N1C(=O)CCC1=O. The catalyst is C1COCC1. The product is [NH2:1][CH2:2][CH2:3][C:4]1[N:8]2[C:9](=[O:21])[C:10]3[NH:11][C:12]([Br:22])=[N:13][C:14]=3[N:15]([CH2:16][CH2:17][CH2:18][CH2:19][CH3:20])[C:7]2=[N:6][N:5]=1. The yield is 0.760. (9) The reactants are [CH3:1][CH2:2][C@@H:3]([C@H:5]([N:36]([C:38]([C@@H:40]([NH:44][C:45]([C@@H:47]([N:51]([CH3:53])[CH3:52])[CH:48]([CH3:50])[CH3:49])=[O:46])[CH:41]([CH3:43])[CH3:42])=[O:39])[CH3:37])[C@H:6]([O:34][CH3:35])[CH2:7][C:8]([N:10]1[C@H:14]([C@H:15]([O:32][CH3:33])[C@H:16]([C:18]([NH:20][C@H:21]([C:29]([OH:31])=[O:30])[CH2:22][C:23]2[CH:28]=[CH:27][CH:26]=[CH:25][CH:24]=2)=[O:19])[CH3:17])[CH2:13][CH2:12][CH2:11]1)=[O:9])[CH3:4].CN(C(ON1N=NC2C=CC=NC1=2)=[N+](C)C)C.F[P-](F)(F)(F)(F)F.C(N(C(C)C)CC)(C)C.[NH2:87][CH2:88][CH2:89][CH2:90][OH:91]. The catalyst is CN(C=O)C. The product is [CH3:1][CH2:2][C@@H:3]([C@H:5]([N:36]([C:38]([C@@H:40]([NH:44][C:45]([C@@H:47]([N:51]([CH3:53])[CH3:52])[CH:48]([CH3:50])[CH3:49])=[O:46])[CH:41]([CH3:43])[CH3:42])=[O:39])[CH3:37])[C@H:6]([O:34][CH3:35])[CH2:7][C:8]([N:10]1[C@H:14]([C@H:15]([O:32][CH3:33])[C@H:16]([C:18]([NH:20][C@H:21]([C:29]([OH:31])=[O:30])[CH2:22][C:23]2[CH:28]=[CH:27][CH:26]=[CH:25][CH:24]=2)=[O:19])[CH3:17])[CH2:13][CH2:12][CH2:11]1)=[O:9])[CH3:4].[OH:91][CH2:90][CH2:89][CH2:88][NH-:87]. The yield is 0.680. (10) The reactants are [CH3:1][N:2]1[CH2:7][CH2:6][N:5]([CH2:8][CH2:9][O:10][C:11]2[CH:16]=[CH:15][N:14]3[C:17]([C:20]([O-])=[O:21])=[CH:18][N:19]=[C:13]3[CH:12]=2)[CH2:4][CH2:3]1.[Li+].CN1C(=O)CCC1.ClC1C=C(Cl)C=C(Cl)C=1C(Cl)=O.[NH2:43][C:44]1[CH:52]=[CH:51][CH:50]=[C:49]2[C:45]=1[CH:46]=[N:47][N:48]2[CH2:53][C:54]1[CH:55]=[C:56]([CH:59]=[CH:60][CH:61]=1)[C:57]#[N:58]. The catalyst is CCOC(C)=O.C([O-])(O)=O.[Na+]. The product is [C:57]([C:56]1[CH:55]=[C:54]([CH:61]=[CH:60][CH:59]=1)[CH2:53][N:48]1[C:49]2[C:45](=[C:44]([NH:43][C:20]([C:17]3[N:14]4[CH:15]=[CH:16][C:11]([O:10][CH2:9][CH2:8][N:5]5[CH2:6][CH2:7][N:2]([CH3:1])[CH2:3][CH2:4]5)=[CH:12][C:13]4=[N:19][CH:18]=3)=[O:21])[CH:52]=[CH:51][CH:50]=2)[CH:46]=[N:47]1)#[N:58]. The yield is 0.420.